This data is from Catalyst prediction with 721,799 reactions and 888 catalyst types from USPTO. The task is: Predict which catalyst facilitates the given reaction. (1) Reactant: S1C=CC(CC[O:8][C:9](=[O:25])[CH2:10][CH2:11][C:12]([C:23]#[N:24])([S:14][C:15]([C:17]2[CH:22]=[CH:21][CH:20]=[CH:19][CH:18]=2)=[S:16])[CH3:13])=C1.N(C(C#N)(C)CCC(O)=O)=NC(C#N)(C)CCC(O)=O.C(SSC(=S)C1C=CC=CC=1)(=S)C1C=CC=CC=1. Product: [C:23]([C:12]([S:14][C:15](=[S:16])[C:17]1[CH:18]=[CH:19][CH:20]=[CH:21][CH:22]=1)([CH3:13])[CH2:11][CH2:10][C:9]([OH:25])=[O:8])#[N:24]. The catalyst class is: 13. (2) The catalyst class is: 3. Reactant: [Br:1][C:2]1[CH:11]=[CH:10][C:5]2[N:6]=[C:7](Cl)[S:8][C:4]=2[CH:3]=1.[CH:12]1([CH2:18][NH2:19])[CH2:17][CH2:16][CH2:15][CH2:14][CH2:13]1.C(N(CC)CC)C. Product: [Br:1][C:2]1[CH:11]=[CH:10][C:5]2[N:6]=[C:7]([NH:19][CH2:18][CH:12]3[CH2:17][CH2:16][CH2:15][CH2:14][CH2:13]3)[S:8][C:4]=2[CH:3]=1.